From a dataset of Forward reaction prediction with 1.9M reactions from USPTO patents (1976-2016). Predict the product of the given reaction. (1) Given the reactants [Cl:1][C:2]1[CH:3]=[C:4]2[C:10](B3OC(C)(C)C(C)(C)O3)=[CH:9][N:8]([S:20]([C:23]3[CH:28]=[CH:27][C:26]([CH3:29])=[CH:25][CH:24]=3)(=[O:22])=[O:21])[C:5]2=[N:6][CH:7]=1.C(#N)C.Cl[C:34]1[N:39]=[C:38]([NH:40][C@H:41]2[CH2:46][CH2:45][CH2:44][C@@H:43]([O:47][CH3:48])[C@@H:42]2[OH:49])[C:37]([F:50])=[CH:36][N:35]=1.C(=O)([O-])[O-].[Na+].[Na+], predict the reaction product. The product is: [Cl:1][C:2]1[CH:3]=[C:4]2[C:10]([C:34]3[N:39]=[C:38]([NH:40][C@H:41]4[CH2:46][CH2:45][CH2:44][C@@H:43]([O:47][CH3:48])[C@@H:42]4[OH:49])[C:37]([F:50])=[CH:36][N:35]=3)=[CH:9][N:8]([S:20]([C:23]3[CH:24]=[CH:25][C:26]([CH3:29])=[CH:27][CH:28]=3)(=[O:21])=[O:22])[C:5]2=[N:6][CH:7]=1. (2) Given the reactants [F:1][C:2]1[CH:3]=[C:4]2[C:8](=[CH:9][CH:10]=1)[NH:7][C:6](=[O:11])[C:5]2=[O:12].[H-].[Na+].[CH3:15][O:16][C:17]1[CH:24]=[CH:23][C:20]([CH2:21]Cl)=[CH:19][CH:18]=1, predict the reaction product. The product is: [F:1][C:2]1[CH:3]=[C:4]2[C:8](=[CH:9][CH:10]=1)[N:7]([CH2:21][C:20]1[CH:23]=[CH:24][C:17]([O:16][CH3:15])=[CH:18][CH:19]=1)[C:6](=[O:11])[C:5]2=[O:12]. (3) Given the reactants C(OC(=O)[NH:7][C@H:8]([CH2:24][C:25]1[CH:30]=[C:29]([F:31])[C:28]([F:32])=[CH:27][C:26]=1[F:33])[CH2:9][C:10](=[O:23])[N:11]1[CH2:17][C:16]2[CH:18]=[CH:19][CH:20]=[CH:21][C:15]=2[NH:14][C:13](=[O:22])[CH2:12]1)(C)(C)C.[F:35][C:36]([F:41])([F:40])[C:37]([OH:39])=[O:38].CCCCCC, predict the reaction product. The product is: [F:35][C:36]([F:41])([F:40])[C:37]([OH:39])=[O:38].[NH2:7][C@H:8]([CH2:24][C:25]1[CH:30]=[C:29]([F:31])[C:28]([F:32])=[CH:27][C:26]=1[F:33])[CH2:9][C:10]([N:11]1[CH2:17][C:16]2[CH:18]=[CH:19][CH:20]=[CH:21][C:15]=2[NH:14][C:13](=[O:22])[CH2:12]1)=[O:23]. (4) Given the reactants F[C:2]1[CH:7]=[CH:6][CH:5]=[CH:4][C:3]=1[N+:8]([O-:10])=[O:9].[N:11]1([CH2:16][CH2:17][NH2:18])[CH2:15][CH2:14][CH2:13][CH2:12]1.C(N)C, predict the reaction product. The product is: [N+:8]([C:3]1[CH:4]=[CH:5][C:6]([NH:18][CH2:17][CH2:16][N:11]2[CH2:15][CH2:14][CH2:13][CH2:12]2)=[CH:7][CH:2]=1)([O-:10])=[O:9]. (5) Given the reactants [C:1]([O:5][C:6]([N:8]1[CH2:13][CH2:12][NH:11][CH2:10][CH2:9]1)=[O:7])([CH3:4])([CH3:3])[CH3:2].O.[CH:15]([CH:17]1[CH2:19][CH2:18]1)=O.C([BH3-])#N.[Na+], predict the reaction product. The product is: [C:1]([O:5][C:6]([N:8]1[CH2:13][CH2:12][N:11]([CH2:15][CH:17]2[CH2:19][CH2:18]2)[CH2:10][CH2:9]1)=[O:7])([CH3:4])([CH3:2])[CH3:3].